Dataset: Full USPTO retrosynthesis dataset with 1.9M reactions from patents (1976-2016). Task: Predict the reactants needed to synthesize the given product. (1) Given the product [CH2:15]([O:22][CH2:23][CH2:24][CH2:25][CH2:26][N:27]1[C:8]([C:5]2[CH:6]=[CH:7][C:2]([F:1])=[CH:3][CH:4]=2)=[CH:9][C:10]([CH3:11])=[N:28]1)[C:16]1[CH:21]=[CH:20][CH:19]=[CH:18][CH:17]=1, predict the reactants needed to synthesize it. The reactants are: [F:1][C:2]1[CH:7]=[CH:6][C:5]([C:8](=O)[CH2:9][C:10](=O)[CH3:11])=[CH:4][CH:3]=1.Cl.[CH2:15]([O:22][CH2:23][CH2:24][CH2:25][CH2:26][NH:27][NH2:28])[C:16]1[CH:21]=[CH:20][CH:19]=[CH:18][CH:17]=1.Cl. (2) Given the product [CH2:15]([C:18]1[CH:19]=[CH:20][C:21]([C:22]([O:6][CH:4]([CH2:3][CH:2]([OH:7])[CH3:1])[CH3:5])=[O:23])=[CH:25][CH:26]=1)[CH2:16][CH3:17], predict the reactants needed to synthesize it. The reactants are: [CH3:1][CH:2]([OH:7])[CH2:3][CH:4]([OH:6])[CH3:5].C(N(CC)CC)C.[CH2:15]([C:18]1[CH:26]=[CH:25][C:21]([C:22](Cl)=[O:23])=[CH:20][CH:19]=1)[CH2:16][CH3:17].